This data is from Full USPTO retrosynthesis dataset with 1.9M reactions from patents (1976-2016). The task is: Predict the reactants needed to synthesize the given product. (1) Given the product [Cl:28][C:22]1[CH:23]=[C:24]([Cl:27])[CH:25]=[CH:26][C:21]=1[C:16]1[C:15]2[C:20](=[C:12]([C:10]3[O:7][N:6]=[C:3]([CH3:4])[N:5]=3)[N:13]([CH3:29])[N:14]=2)[CH:19]=[CH:18][CH:17]=1, predict the reactants needed to synthesize it. The reactants are: [H-].[Na+].[C:3](=[N:6][OH:7])([NH2:5])[CH3:4].CO[C:10]([C:12]1[N:13]([CH3:29])[N:14]=[C:15]2[C:20]=1[CH:19]=[CH:18][CH:17]=[C:16]2[C:21]1[CH:26]=[CH:25][C:24]([Cl:27])=[CH:23][C:22]=1[Cl:28])=O. (2) Given the product [O:3]1[CH2:4][CH2:5][O:1][CH:2]1[C:6]1[S:10][C:9]([C:11]2[CH:12]=[C:13]3[C:17](=[CH:18][CH:19]=2)[C:16](=[O:20])[N:15]([CH3:23])[CH2:14]3)=[CH:8][CH:7]=1, predict the reactants needed to synthesize it. The reactants are: [O:1]1[CH2:5][CH2:4][O:3][CH:2]1[C:6]1[S:10][C:9]([C:11]2[CH:12]=[C:13]3[C:17](=[CH:18][CH:19]=2)[C:16](=[O:20])[NH:15][CH2:14]3)=[CH:8][CH:7]=1.[H-].[Na+].[CH3:23]I. (3) Given the product [CH2:1]([O:3][C:4]([C:5]1[CH:6]=[C:7]([C:9]2[CH:14]=[C:13]([S:15][CH3:16])[CH:12]=[CH:11][N:10]=2)[N:19]([C:21]2[CH:26]=[N:25][C:24]([O:27][CH3:28])=[CH:23][CH:22]=2)[N:20]=1)=[O:18])[CH3:2], predict the reactants needed to synthesize it. The reactants are: [CH2:1]([O:3][C:4](=[O:18])[C:5](=O)[CH2:6][C:7]([C:9]1[CH:14]=[C:13]([S:15][CH3:16])[CH:12]=[CH:11][N:10]=1)=O)[CH3:2].[NH:19]([C:21]1[CH:22]=[CH:23][C:24]([O:27][CH3:28])=[N:25][CH:26]=1)[NH2:20]. (4) Given the product [CH:21]1([C:17]2[C:14]3[N:15]([CH3:16])[C:11]([NH2:10])=[N:12][C:13]=3[CH:20]=[CH:19][CH:18]=2)[CH2:23][CH2:22]1, predict the reactants needed to synthesize it. The reactants are: C(OC(=O)/[N:10]=[C:11]1\[NH:12][C:13]2[CH:20]=[CH:19][CH:18]=[C:17]([CH:21]3[CH2:23][CH2:22]3)[C:14]=2[N:15]\1[CH3:16])C1C=CC=CC=1. (5) The reactants are: [C:1]([C:3]1[N:7]([CH:8]2[CH2:13][CH2:12][N:11]([C:14]([O:16][CH:17]([CH3:19])[CH3:18])=[O:15])[CH2:10][CH2:9]2)[N:6]=[CH:5][C:4]=1[CH2:20][O:21][C:22]1[CH:27]=[CH:26][C:25]([C:28]2[N:29]=[N:30][N:31]([CH2:33][CH2:34][O:35][Si](C)(C)C)[N:32]=2)=[CH:24][C:23]=1[F:40])#[N:2].Cl. Given the product [C:1]([C:3]1[N:7]([CH:8]2[CH2:9][CH2:10][N:11]([C:14]([O:16][CH:17]([CH3:19])[CH3:18])=[O:15])[CH2:12][CH2:13]2)[N:6]=[CH:5][C:4]=1[CH2:20][O:21][C:22]1[CH:27]=[CH:26][C:25]([C:28]2[N:29]=[N:30][N:31]([CH2:33][CH2:34][OH:35])[N:32]=2)=[CH:24][C:23]=1[F:40])#[N:2], predict the reactants needed to synthesize it.